Dataset: Reaction yield outcomes from USPTO patents with 853,638 reactions. Task: Predict the reaction yield, written as a fraction of the theoretical maximum amount of product (1.0 means a 100% yield; for example, 0.34 means a 34% yield). (1) The reactants are [C:1]([N:4]1[C:13]2[C:8](=[CH:9][C:10]([NH:14][CH:15]3[CH2:20][CH2:19][N:18]([C:21]([O:23][C:24]([CH3:27])([CH3:26])[CH3:25])=[O:22])[CH2:17][CH2:16]3)=[CH:11][CH:12]=2)[C@H:7]([NH:28]C(OCC2C=CC=CC=2)=O)[C@@H:6]([CH3:39])[C@@H:5]1[CH3:40])(=[O:3])[CH3:2]. The catalyst is CO.[Pd]. The product is [C:1]([N:4]1[C:13]2[C:8](=[CH:9][C:10]([NH:14][CH:15]3[CH2:16][CH2:17][N:18]([C:21]([O:23][C:24]([CH3:27])([CH3:26])[CH3:25])=[O:22])[CH2:19][CH2:20]3)=[CH:11][CH:12]=2)[C@H:7]([NH2:28])[C@@H:6]([CH3:39])[C@@H:5]1[CH3:40])(=[O:3])[CH3:2]. The yield is 0.860. (2) The reactants are [Cl:1][C:2]1[C:7]([O:8][CH3:9])=[CH:6][CH:5]=[CH:4][N:3]=1.[Li]CCCC.CN([CH:18]=[O:19])C.[Cl-].[NH4+]. The catalyst is C1COCC1. The product is [Cl:1][C:2]1[C:7]([O:8][CH3:9])=[C:6]([CH:18]=[O:19])[CH:5]=[CH:4][N:3]=1. The yield is 0.770.